Predict the product of the given reaction. From a dataset of Forward reaction prediction with 1.9M reactions from USPTO patents (1976-2016). Given the reactants [NH2:1][C:2]1[CH:6]=[CH:5][NH:4][N:3]=1.F[C:8]1[C:13]([F:14])=[C:12]([I:15])[CH:11]=[CH:10][N:9]=1.C(=O)([O-])[O-].[K+].[K+].CS(C)=O, predict the reaction product. The product is: [F:14][C:13]1[C:8]([N:4]2[CH:5]=[CH:6][C:2]([NH2:1])=[N:3]2)=[N:9][CH:10]=[CH:11][C:12]=1[I:15].